This data is from Forward reaction prediction with 1.9M reactions from USPTO patents (1976-2016). The task is: Predict the product of the given reaction. The product is: [NH2:1][CH2:2][C@@H:3]1[C@H:8]([CH3:9])[CH2:7][CH2:6][CH2:5][N:4]1[C:32]([C:30]1[C:29]([N:35]2[CH:39]=[CH:38][CH:37]=[N:36]2)=[CH:28][CH:27]=[C:26]([CH3:25])[N:31]=1)=[O:34]. Given the reactants [NH2:1][CH2:2][C@@H:3]1[C@H:8]([CH3:9])[CH2:7][CH2:6][CH2:5][N:4]1C(C1C=C(C)C=CC=1C1C=NN(C)C=1)=O.[CH3:25][C:26]1[N:31]=[C:30]([C:32]([OH:34])=O)[C:29]([N:35]2[CH:39]=[CH:38][CH:37]=[N:36]2)=[CH:28][CH:27]=1, predict the reaction product.